Dataset: Reaction yield outcomes from USPTO patents with 853,638 reactions. Task: Predict the reaction yield, written as a fraction of the theoretical maximum amount of product (1.0 means a 100% yield; for example, 0.34 means a 34% yield). (1) The product is [CH2:2]([C:4]1[S:24][C:7]2[N:8]=[C:9]([S:18][CH2:19][C:20]([O:22][CH3:23])=[O:21])[N:10]=[C:11]([N:12]3[CH2:17][CH2:16][N:15]([C:43]([C:40]4[CH:41]=[C:42]5[C:37]([CH:36]=[CH:35][NH:34]5)=[CH:38][CH:39]=4)=[O:44])[CH2:14][CH2:13]3)[C:6]=2[CH:5]=1)[CH3:3]. The reactants are Cl.[CH2:2]([C:4]1[S:24][C:7]2[N:8]=[C:9]([S:18][CH2:19][C:20]([O:22][CH3:23])=[O:21])[N:10]=[C:11]([N:12]3[CH2:17][CH2:16][NH:15][CH2:14][CH2:13]3)[C:6]=2[CH:5]=1)[CH3:3].C(N(C(C)C)CC)(C)C.[NH:34]1[C:42]2[C:37](=[CH:38][CH:39]=[C:40]([C:43](O)=[O:44])[CH:41]=2)[CH:36]=[CH:35]1.CN(C(ON1N=NC2C=CC=NC1=2)=[N+](C)C)C.F[P-](F)(F)(F)(F)F. The catalyst is CN(C=O)C. The yield is 0.330. (2) The reactants are [CH:1]1([S:4](Cl)(=[O:6])=[O:5])[CH2:3][CH2:2]1.[NH2:8][C:9]1[C:14]([NH:15][C:16]2[CH:21]=[CH:20][C:19]([I:22])=[CH:18][C:17]=2[F:23])=[C:13]([CH3:24])[C:12](=[O:25])[N:11]2[CH2:26][CH2:27][S:28][C:10]=12.CO. The catalyst is N1C=CC=CC=1.C(Cl)(Cl)Cl. The product is [F:23][C:17]1[CH:18]=[C:19]([I:22])[CH:20]=[CH:21][C:16]=1[NH:15][C:14]1[C:9]([NH:8][S:4]([CH:1]2[CH2:3][CH2:2]2)(=[O:6])=[O:5])=[C:10]2[S:28][CH2:27][CH2:26][N:11]2[C:12](=[O:25])[C:13]=1[CH3:24]. The yield is 0.220. (3) The reactants are [CH2:1]([O:4][C:5]([NH:7][C:8]1[CH:9]=[C:10]([CH:16]=[CH:17][CH:18]=1)[C:11]([O:13]CC)=O)=[O:6])[CH:2]=[CH2:3].[Cl:19][C:20]1[N:25]=[C:24]([CH3:26])[CH:23]=[CH:22][N:21]=1. The catalyst is [Li+].C[Si]([N-][Si](C)(C)C)(C)C.C1COCC1. The product is [Cl:19][C:20]1[N:25]=[C:24]([CH2:26][C:11]([C:10]2[CH:9]=[C:8]([NH:7][C:5](=[O:6])[O:4][CH2:1][CH:2]=[CH2:3])[CH:18]=[CH:17][CH:16]=2)=[O:13])[CH:23]=[CH:22][N:21]=1. The yield is 0.510.